From a dataset of Full USPTO retrosynthesis dataset with 1.9M reactions from patents (1976-2016). Predict the reactants needed to synthesize the given product. (1) Given the product [Cl:58][C:59]1[CH:64]=[C:63]([O:65][CH3:66])[CH:62]=[CH:61][C:60]=1[C:31]1[N:32]=[C:33]([CH2:56][CH3:57])[C:34]([NH:39][C@H:40]2[C@@H:44]([OH:45])[CH2:43][N:42]([C:46]([O:48][CH2:49][C:50]3[CH:55]=[CH:54][CH:53]=[CH:52][CH:51]=3)=[O:47])[CH2:41]2)=[N:35][C:36]=1[CH2:37][CH3:38], predict the reactants needed to synthesize it. The reactants are: ClC1C=C(Cl)C=CC=1C1N=C(CC)C(N[C@@H]2C3C(=CC=CC=3)C[C@@H]2O)=NC=1CC.Br[C:31]1[N:32]=[C:33]([CH2:56][CH3:57])[C:34]([NH:39][C@H:40]2[C@@H:44]([OH:45])[CH2:43][N:42]([C:46]([O:48][CH2:49][C:50]3[CH:55]=[CH:54][CH:53]=[CH:52][CH:51]=3)=[O:47])[CH2:41]2)=[N:35][C:36]=1[CH2:37][CH3:38].[Cl:58][C:59]1[CH:64]=[C:63]([O:65][CH3:66])[CH:62]=[CH:61][C:60]=1B(O)O. (2) Given the product [Br:8][C:3]1[C:4]([CH3:7])=[N:5][O:6][C:2]=1[NH:1][S:15]([C:10]1[C:9]([C:19]2[CH:20]=[CH:21][CH:22]=[CH:23][CH:24]=2)=[CH:14][CH:13]=[CH:12][CH:11]=1)(=[O:17])=[O:16], predict the reactants needed to synthesize it. The reactants are: [NH2:1][C:2]1[O:6][N:5]=[C:4]([CH3:7])[C:3]=1[Br:8].[C:9]1([C:19]2[CH:24]=[CH:23][CH:22]=[CH:21][CH:20]=2)[C:10]([S:15](Cl)(=[O:17])=[O:16])=[CH:11][CH:12]=[CH:13][CH:14]=1. (3) Given the product [Br:23][C:24]1[N:28]([CH3:29])[N:27]=[CH:26][C:25]=1[C:30]([C:32]1[C:33]([Cl:39])=[N:34][CH:35]=[N:36][C:37]=1[Cl:38])=[O:31], predict the reactants needed to synthesize it. The reactants are: CC(OI1(OC(C)=O)(OC(C)=O)OC(=O)C2C=CC=CC1=2)=O.[Br:23][C:24]1[N:28]([CH3:29])[N:27]=[CH:26][C:25]=1[CH:30]([C:32]1[C:33]([Cl:39])=[N:34][CH:35]=[N:36][C:37]=1[Cl:38])[OH:31]. (4) Given the product [Cl:41][CH2:40][CH2:39][O:29][C:24]1[CH:25]=[CH:26][CH:27]=[CH:28][C:23]=1[C:20]1([NH:19][C:15]2[C:14](=[O:30])[N:13]([C:8]3[CH:7]=[C:6]([CH:11]=[CH:10][C:9]=3[CH3:12])[C:5]([NH:4][CH:1]3[CH2:3][CH2:2]3)=[O:31])[CH:18]=[CH:17][N:16]=2)[CH2:22][CH2:21]1, predict the reactants needed to synthesize it. The reactants are: [CH:1]1([NH:4][C:5](=[O:31])[C:6]2[CH:11]=[CH:10][C:9]([CH3:12])=[C:8]([N:13]3[CH:18]=[CH:17][N:16]=[C:15]([NH:19][C:20]4([C:23]5[CH:28]=[CH:27][CH:26]=[CH:25][C:24]=5[OH:29])[CH2:22][CH2:21]4)[C:14]3=[O:30])[CH:7]=2)[CH2:3][CH2:2]1.C(=O)([O-])[O-].[K+].[K+].Br[CH2:39][CH2:40][Cl:41]. (5) Given the product [CH3:37][N:35]([CH2:34][C:31]1[CH:30]=[CH:29][C:28]([C:24]2[CH:25]=[CH:26][CH:27]=[C:22]([N:12]3[C:13]4[N:20]=[CH:19][C:18]([F:21])=[CH:17][C:14]=4[C:15](=[O:16])[N:10]([C@@H:7]4[CH2:8][CH2:9][C@H:4]([NH:3][C:48](=[O:50])[CH3:49])[CH2:5][CH2:6]4)[C:11]3=[O:38])[CH:23]=2)=[CH:33][CH:32]=1)[CH3:36], predict the reactants needed to synthesize it. The reactants are: Cl.Cl.[NH2:3][C@@H:4]1[CH2:9][CH2:8][C@H:7]([N:10]2[C:15](=[O:16])[C:14]3[CH:17]=[C:18]([F:21])[CH:19]=[N:20][C:13]=3[N:12]([C:22]3[CH:23]=[C:24]([C:28]4[CH:33]=[CH:32][C:31]([CH2:34][N:35]([CH3:37])[CH3:36])=[CH:30][CH:29]=4)[CH:25]=[CH:26][CH:27]=3)[C:11]2=[O:38])[CH2:6][CH2:5]1.C(N(CC)C(C)C)(C)C.[C:48](Cl)(=[O:50])[CH3:49]. (6) Given the product [Cl:21][C:17]1[C:16]([F:22])=[C:15]([N:10]2[CH2:11][CH2:12][N:8]([C:3]3[CH:4]=[N:5][CH:6]=[CH:7][C:2]=3[CH3:1])[C:9]2=[O:13])[CH:20]=[CH:19][CH:18]=1, predict the reactants needed to synthesize it. The reactants are: [CH3:1][C:2]1[CH:7]=[CH:6][N:5]=[CH:4][C:3]=1[N:8]1[CH2:12][CH2:11][NH:10][C:9]1=[O:13].Br[C:15]1[CH:20]=[CH:19][CH:18]=[C:17]([Cl:21])[C:16]=1[F:22].N[C@@H]1CCCC[C@H]1N.P([O-])([O-])([O-])=O.[K+].[K+].[K+]. (7) The reactants are: C(=O)([O-])[O-].[Cs+].[Cs+].Br[C:8]1[C:17]2[C:12](=[CH:13][CH:14]=[CH:15][CH:16]=2)[CH:11]=[CH:10][CH:9]=1.[CH2:18]([N:25]1[CH2:30][CH2:29][NH:28][CH2:27][CH2:26]1)[C:19]1[CH:24]=[CH:23][CH:22]=[CH:21][CH:20]=1.C1(C)C=CC=CC=1. Given the product [CH2:18]([N:25]1[CH2:30][CH2:29][N:28]([C:8]2[C:17]3[C:12](=[CH:13][CH:14]=[CH:15][CH:16]=3)[CH:11]=[CH:10][CH:9]=2)[CH2:27][CH2:26]1)[C:19]1[CH:20]=[CH:21][CH:22]=[CH:23][CH:24]=1, predict the reactants needed to synthesize it. (8) Given the product [CH2:29]([O:31][C:13]1[N:12]=[C:11]2[C:7]([N:8]=[CH:9][N:10]2[CH2:18][C:19]2[CH:20]=[CH:21][C:22]([O:25][CH3:26])=[CH:23][CH:24]=2)=[C:6]([C:2]2[O:1][CH:5]=[CH:4][CH:3]=2)[N:14]=1)[CH3:30], predict the reactants needed to synthesize it. The reactants are: [O:1]1[CH:5]=[CH:4][CH:3]=[C:2]1[C:6]1[N:14]=[C:13]([N+]([O-])=O)[N:12]=[C:11]2[C:7]=1[N:8]=[CH:9][N:10]2[CH2:18][C:19]1[CH:24]=[CH:23][C:22]([O:25][CH3:26])=[CH:21][CH:20]=1.[F-].[K+].[CH2:29]([OH:31])[CH3:30].